The task is: Regression. Given two drug SMILES strings and cell line genomic features, predict the synergy score measuring deviation from expected non-interaction effect.. This data is from NCI-60 drug combinations with 297,098 pairs across 59 cell lines. (1) Drug 1: C1=CC(=CC=C1CC(C(=O)O)N)N(CCCl)CCCl.Cl. Drug 2: CCCS(=O)(=O)NC1=C(C(=C(C=C1)F)C(=O)C2=CNC3=C2C=C(C=N3)C4=CC=C(C=C4)Cl)F. Cell line: SF-295. Synergy scores: CSS=11.4, Synergy_ZIP=-1.90, Synergy_Bliss=7.79, Synergy_Loewe=1.91, Synergy_HSA=7.55. (2) Drug 1: CN1CCC(CC1)COC2=C(C=C3C(=C2)N=CN=C3NC4=C(C=C(C=C4)Br)F)OC. Drug 2: C1=CN(C=N1)CC(O)(P(=O)(O)O)P(=O)(O)O. Cell line: RXF 393. Synergy scores: CSS=17.7, Synergy_ZIP=-2.24, Synergy_Bliss=-0.0445, Synergy_Loewe=1.73, Synergy_HSA=2.06. (3) Drug 1: C1=NC2=C(N=C(N=C2N1C3C(C(C(O3)CO)O)O)F)N. Drug 2: CCC1(CC2CC(C3=C(CCN(C2)C1)C4=CC=CC=C4N3)(C5=C(C=C6C(=C5)C78CCN9C7C(C=CC9)(C(C(C8N6C)(C(=O)OC)O)OC(=O)C)CC)OC)C(=O)OC)O.OS(=O)(=O)O. Cell line: HOP-62. Synergy scores: CSS=5.22, Synergy_ZIP=3.47, Synergy_Bliss=7.07, Synergy_Loewe=1.71, Synergy_HSA=2.52. (4) Drug 1: CC12CCC(CC1=CCC3C2CCC4(C3CC=C4C5=CN=CC=C5)C)O. Drug 2: CC12CCC3C(C1CCC2=O)CC(=C)C4=CC(=O)C=CC34C. Cell line: ACHN. Synergy scores: CSS=16.4, Synergy_ZIP=2.66, Synergy_Bliss=-6.51, Synergy_Loewe=-20.2, Synergy_HSA=-6.31. (5) Drug 1: C1=CC(=C2C(=C1NCCNCCO)C(=O)C3=C(C=CC(=C3C2=O)O)O)NCCNCCO. Drug 2: C1CN1P(=S)(N2CC2)N3CC3. Cell line: RPMI-8226. Synergy scores: CSS=52.4, Synergy_ZIP=-0.803, Synergy_Bliss=-0.400, Synergy_Loewe=0.660, Synergy_HSA=3.25. (6) Drug 1: C1=CC=C(C=C1)NC(=O)CCCCCCC(=O)NO. Drug 2: CN(C(=O)NC(C=O)C(C(C(CO)O)O)O)N=O. Cell line: KM12. Synergy scores: CSS=1.20, Synergy_ZIP=-5.35, Synergy_Bliss=-4.00, Synergy_Loewe=-9.83, Synergy_HSA=-3.99. (7) Synergy scores: CSS=18.8, Synergy_ZIP=4.76, Synergy_Bliss=2.70, Synergy_Loewe=-13.2, Synergy_HSA=1.57. Drug 2: COC1=C2C(=CC3=C1OC=C3)C=CC(=O)O2. Drug 1: CCN(CC)CCCC(C)NC1=C2C=C(C=CC2=NC3=C1C=CC(=C3)Cl)OC. Cell line: HOP-62. (8) Drug 1: CC=C1C(=O)NC(C(=O)OC2CC(=O)NC(C(=O)NC(CSSCCC=C2)C(=O)N1)C(C)C)C(C)C. Drug 2: C(=O)(N)NO. Cell line: HS 578T. Synergy scores: CSS=66.6, Synergy_ZIP=-1.68, Synergy_Bliss=-2.84, Synergy_Loewe=-62.1, Synergy_HSA=-2.24.